Dataset: Peptide-MHC class I binding affinity with 185,985 pairs from IEDB/IMGT. Task: Regression. Given a peptide amino acid sequence and an MHC pseudo amino acid sequence, predict their binding affinity value. This is MHC class I binding data. The peptide sequence is HTSSMRGVYY. The MHC is HLA-A29:02 with pseudo-sequence HLA-A29:02. The binding affinity (normalized) is 0.734.